Dataset: Catalyst prediction with 721,799 reactions and 888 catalyst types from USPTO. Task: Predict which catalyst facilitates the given reaction. (1) Reactant: [CH2:1]([O:8][C:9]([C@H:11]1[CH2:16][CH2:15][C@@H:14]([NH:17][C:18]([O:20][C:21]([CH3:24])([CH3:23])[CH3:22])=[O:19])[C@H:13]([OH:25])[CH2:12]1)=[O:10])C1C=CC=CC=1. Product: [CH3:1][O:8][C:9]([C@H:11]1[CH2:16][CH2:15][C@@H:14]([NH:17][C:18]([O:20][C:21]([CH3:23])([CH3:22])[CH3:24])=[O:19])[C@H:13]([OH:25])[CH2:12]1)=[O:10]. The catalyst class is: 586. (2) Reactant: O(C)[Li].[Si]([C:8]#[N:9])(C)(C)C.[CH2:10]([C:12]1[CH:17]=[CH:16][CH:15]=[C:14]([CH2:18][CH3:19])[C:13]=1[C:20]1[N:25]=[C:24]([N:26]2[CH2:31][CH2:30][C:29](=[O:32])[CH2:28][CH2:27]2)[C:23]([CH2:33][N:34]([CH3:45])[C@@H:35]2[C:44]3[C:39](=[CH:40][CH:41]=[CH:42][CH:43]=3)[CH2:38][CH2:37][CH2:36]2)=[C:22]([CH3:46])[N:21]=1)[CH3:11].C([O-])(O)=O.[Na+]. Product: [NH2:9][CH2:8][C:29]1([OH:32])[CH2:30][CH2:31][N:26]([C:24]2[C:23]([CH2:33][N:34]([CH3:45])[C@@H:35]3[C:44]4[C:39](=[CH:40][CH:41]=[CH:42][CH:43]=4)[CH2:38][CH2:37][CH2:36]3)=[C:22]([CH3:46])[N:21]=[C:20]([C:13]3[C:14]([CH2:18][CH3:19])=[CH:15][CH:16]=[CH:17][C:12]=3[CH2:10][CH3:11])[N:25]=2)[CH2:27][CH2:28]1. The catalyst class is: 49.